From a dataset of Forward reaction prediction with 1.9M reactions from USPTO patents (1976-2016). Predict the product of the given reaction. Given the reactants [N+:1]([C:4]1[CH:5]=[N:6][C:7]2[C:12]([C:13]=1[NH2:14])=[CH:11][CH:10]=[CH:9][CH:8]=2)([O-])=O.[N+]([C:18]1C=NC2C(C=1N)=NC=CC=2)([O-])=O.N1C2C(=CC=CC=2)C(N)=C(N)[CH:30]=1.[N:41]1[C:50]2[C:45](=[N:46][CH:47]=[CH:48][CH:49]=2)[C:44]([NH2:51])=[C:43]([NH2:52])[CH:42]=1, predict the reaction product. The product is: [NH:14]1[C:13]2[C:12]3[CH:11]=[CH:10][CH:9]=[CH:8][C:7]=3[N:6]=[CH:5][C:4]=2[N:1]=[CH:18]1.[NH:51]1[C:44]2[C:45]3[N:46]=[CH:47][CH:48]=[CH:49][C:50]=3[N:41]=[CH:42][C:43]=2[N:52]=[CH:30]1.